From a dataset of NCI-60 drug combinations with 297,098 pairs across 59 cell lines. Regression. Given two drug SMILES strings and cell line genomic features, predict the synergy score measuring deviation from expected non-interaction effect. (1) Cell line: PC-3. Synergy scores: CSS=6.92, Synergy_ZIP=-2.23, Synergy_Bliss=-1.05, Synergy_Loewe=-0.513, Synergy_HSA=-0.709. Drug 2: C1=NC2=C(N=C(N=C2N1C3C(C(C(O3)CO)O)O)F)N. Drug 1: C1CCN(CC1)CCOC2=CC=C(C=C2)C(=O)C3=C(SC4=C3C=CC(=C4)O)C5=CC=C(C=C5)O. (2) Drug 1: C1=NC(=NC(=O)N1C2C(C(C(O2)CO)O)O)N. Drug 2: CNC(=O)C1=NC=CC(=C1)OC2=CC=C(C=C2)NC(=O)NC3=CC(=C(C=C3)Cl)C(F)(F)F. Cell line: CCRF-CEM. Synergy scores: CSS=15.6, Synergy_ZIP=0.318, Synergy_Bliss=-0.883, Synergy_Loewe=-40.2, Synergy_HSA=-12.5. (3) Drug 1: CCC1=CC2CC(C3=C(CN(C2)C1)C4=CC=CC=C4N3)(C5=C(C=C6C(=C5)C78CCN9C7C(C=CC9)(C(C(C8N6C)(C(=O)OC)O)OC(=O)C)CC)OC)C(=O)OC.C(C(C(=O)O)O)(C(=O)O)O. Drug 2: CN(C(=O)NC(C=O)C(C(C(CO)O)O)O)N=O. Cell line: SN12C. Synergy scores: CSS=31.8, Synergy_ZIP=-11.1, Synergy_Bliss=-3.03, Synergy_Loewe=-15.4, Synergy_HSA=-1.14. (4) Drug 1: CN(C)N=NC1=C(NC=N1)C(=O)N. Drug 2: C1=NC(=NC(=O)N1C2C(C(C(O2)CO)O)O)N. Cell line: HCT-15. Synergy scores: CSS=4.70, Synergy_ZIP=-0.994, Synergy_Bliss=3.11, Synergy_Loewe=-3.89, Synergy_HSA=0.403. (5) Drug 1: C1CC(=O)NC(=O)C1N2CC3=C(C2=O)C=CC=C3N. Drug 2: C1=CC=C(C=C1)NC(=O)CCCCCCC(=O)NO. Cell line: UACC-257. Synergy scores: CSS=5.42, Synergy_ZIP=-1.42, Synergy_Bliss=-2.34, Synergy_Loewe=-19.4, Synergy_HSA=-1.08.